From a dataset of Forward reaction prediction with 1.9M reactions from USPTO patents (1976-2016). Predict the product of the given reaction. (1) Given the reactants Cl[C:2]1[N:7]2[N:8]=[CH:9][CH:10]=[C:6]2[N:5]=[C:4]([NH:11][C:12](=[O:23])[C:13]2[CH:18]=[CH:17][C:16]([C:19]([OH:22])([CH3:21])[CH3:20])=[CH:15][CH:14]=2)[CH:3]=1.B(O)O, predict the reaction product. The product is: [OH:22][C:19]([C:16]1[CH:17]=[CH:18][C:13]([C:12]([NH:11][C:4]2[CH:3]=[C:2]([C:13]3[CH:18]=[CH:17][CH:16]=[CH:15][CH:14]=3)[N:7]3[N:8]=[CH:9][CH:10]=[C:6]3[N:5]=2)=[O:23])=[CH:14][CH:15]=1)([CH3:21])[CH3:20]. (2) Given the reactants [C:1]([S:9][CH:10]([CH2:38][C:39]1[CH:44]=[CH:43][CH:42]=[CH:41][CH:40]=1)[C:11]([NH:13][CH:14]1[C:20](=[O:21])[N:19]([CH:22]([CH2:30][CH:31]([CH3:33])[CH3:32])[C:23]([O:25]C(C)(C)C)=[O:24])[CH2:18][C:17]2[CH:34]=[CH:35][CH:36]=[CH:37][C:16]=2[CH2:15]1)=[O:12])(=[O:8])[C:2]1[CH:7]=[CH:6][CH:5]=[CH:4][CH:3]=1.C1(OC)C=CC=CC=1.FC(F)(F)C(O)=O, predict the reaction product. The product is: [C:1]([S:9][CH:10]([CH2:38][C:39]1[CH:40]=[CH:41][CH:42]=[CH:43][CH:44]=1)[C:11]([NH:13][CH:14]1[C:20](=[O:21])[N:19]([CH:22]([CH2:30][CH:31]([CH3:33])[CH3:32])[C:23]([OH:25])=[O:24])[CH2:18][C:17]2[CH:34]=[CH:35][CH:36]=[CH:37][C:16]=2[CH2:15]1)=[O:12])(=[O:8])[C:2]1[CH:3]=[CH:4][CH:5]=[CH:6][CH:7]=1. (3) Given the reactants [Cl:1][C:2]1[CH:24]=[CH:23][C:5]2[NH:6][C:7]([S:9][C:10]3[C:15]4[NH:16][C:17](=[O:19])[NH:18][C:14]=4[CH:13]=[C:12]([C:20]([OH:22])=[O:21])[CH:11]=3)=[N:8][C:4]=2[CH:3]=1.[CH3:25]O, predict the reaction product. The product is: [Cl:1][C:2]1[CH:24]=[CH:23][C:5]2[NH:6][C:7]([S:9][C:10]3[C:15]4[NH:16][C:17](=[O:19])[NH:18][C:14]=4[CH:13]=[C:12]([C:20]([O:22][CH3:25])=[O:21])[CH:11]=3)=[N:8][C:4]=2[CH:3]=1. (4) Given the reactants C(OC(=O)[NH:10][C@@H:11]([CH:37]([CH3:39])[CH3:38])[CH2:12][CH2:13][N:14]([CH2:16][C@@H:17]1[C@@H:24]2[C@@H:20]([O:21][C:22]([CH3:26])([CH3:25])[O:23]2)[C@H:19]([N:27]2[CH:35]=[N:34][C:33]3[C:28]2=[N:29][CH:30]=[N:31][C:32]=3[NH2:36])[O:18]1)[CH3:15])C1C=CC=CC=1, predict the reaction product. The product is: [NH2:36][C:32]1[N:31]=[CH:30][N:29]=[C:28]2[C:33]=1[N:34]=[CH:35][N:27]2[C@H:19]1[C@@H:20]2[O:21][C:22]([CH3:26])([CH3:25])[O:23][C@@H:24]2[C@@H:17]([CH2:16][N:14]([CH3:15])[CH2:13][CH2:12][C@@H:11]([NH2:10])[CH:37]([CH3:38])[CH3:39])[O:18]1. (5) Given the reactants Br[CH:2]([C:8]1[CH:13]=[CH:12][CH:11]=[CH:10][CH:9]=1)[C:3]([O:5][CH2:6][CH3:7])=[O:4].CCN(C(C)C)C(C)C.[NH:23]1[CH2:28][CH2:27][CH:26]([C:29]([NH2:31])=[O:30])[CH2:25][CH2:24]1, predict the reaction product. The product is: [C:29]([CH:26]1[CH2:27][CH2:28][N:23]([CH:2]([C:8]2[CH:13]=[CH:12][CH:11]=[CH:10][CH:9]=2)[C:3]([O:5][CH2:6][CH3:7])=[O:4])[CH2:24][CH2:25]1)(=[O:30])[NH2:31]. (6) Given the reactants [OH:1][C:2]1[N:3]=[CH:4][C:5]2[C:10]([CH:11]=1)=[CH:9][CH:8]=[CH:7][CH:6]=2.[F:12][B-](F)(F)F.F[B-](F)(F)F.ClC[N+]12CC[N+](F)(CC1)CC2.C1COCC1, predict the reaction product. The product is: [F:12][C:11]1[C:10]2[C:5](=[CH:6][CH:7]=[CH:8][CH:9]=2)[CH:4]=[N:3][C:2]=1[OH:1]. (7) Given the reactants [CH2:1]([O:4][C:5]1[CH:13]=[CH:12][CH:11]=[CH:10][C:6]=1[C:7](Cl)=[O:8])[CH2:2][CH3:3].[NH2:14][C:15]1[C:16]([CH2:23][CH2:24][CH3:25])=[N:17][NH:18][C:19]=1[C:20]([NH2:22])=[O:21], predict the reaction product. The product is: [CH2:1]([O:4][C:5]1[CH:13]=[CH:12][CH:11]=[CH:10][C:6]=1[C:7]([NH:14][C:15]1[C:16]([CH2:23][CH2:24][CH3:25])=[N:17][NH:18][C:19]=1[C:20]([NH2:22])=[O:21])=[O:8])[CH2:2][CH3:3]. (8) Given the reactants [CH2:1]([C:3]1[N:7]=[C:6]([CH2:8][N:9]2[C:14]3[CH:15]=[C:16]([C:18]4[CH:23]=[CH:22][C:21]([F:24])=[CH:20][CH:19]=4)[S:17][C:13]=3[C:12](=[O:25])[N:11]([CH:26]3[CH2:31][CH2:30][N:29](C(OC(C)(C)C)=O)[CH2:28][CH2:27]3)[C:10]2=[O:39])[O:5][N:4]=1)[CH3:2].[ClH:40], predict the reaction product. The product is: [ClH:40].[CH2:1]([C:3]1[N:7]=[C:6]([CH2:8][N:9]2[C:14]3[CH:15]=[C:16]([C:18]4[CH:19]=[CH:20][C:21]([F:24])=[CH:22][CH:23]=4)[S:17][C:13]=3[C:12](=[O:25])[N:11]([CH:26]3[CH2:31][CH2:30][NH:29][CH2:28][CH2:27]3)[C:10]2=[O:39])[O:5][N:4]=1)[CH3:2]. (9) Given the reactants [Cl:1][S:2]([C:5]1[S:9][C:8]([CH3:10])=[C:7]([C:11](Cl)=[O:12])[CH:6]=1)(=[O:4])=[O:3].[Br:14][C:15]1[CH:16]=[C:17]([CH:19]=[CH:20][C:21]=1[F:22])[NH2:18], predict the reaction product. The product is: [Br:14][C:15]1[CH:16]=[C:17]([NH:18][C:11]([C:7]2[CH:6]=[C:5]([S:2]([Cl:1])(=[O:4])=[O:3])[S:9][C:8]=2[CH3:10])=[O:12])[CH:19]=[CH:20][C:21]=1[F:22].